Dataset: Peptide-MHC class II binding affinity with 134,281 pairs from IEDB. Task: Regression. Given a peptide amino acid sequence and an MHC pseudo amino acid sequence, predict their binding affinity value. This is MHC class II binding data. The peptide sequence is SHLIKIPLLIGYGNK. The MHC is DRB1_0405 with pseudo-sequence DRB1_0405. The binding affinity (normalized) is 0.360.